This data is from Forward reaction prediction with 1.9M reactions from USPTO patents (1976-2016). The task is: Predict the product of the given reaction. (1) The product is: [Cl:1][C:2]1[CH:3]=[CH:4][C:5]2[N:11]3[C:12]([CH2:15][O:16][CH3:17])=[CH:13][CH:14]=[C:10]3[C@@H:9]([CH2:18][CH2:19][C:20]([N:22]3[CH2:23][CH2:24][CH:25]([CH2:28][C:29]([OH:31])=[O:30])[CH2:26][CH2:27]3)=[O:21])[O:8][C@H:7]([C:34]3[CH:39]=[CH:38][CH:37]=[C:36]([O:40][CH3:41])[C:35]=3[O:42][CH3:43])[C:6]=2[CH:44]=1. Given the reactants [Cl:1][C:2]1[CH:3]=[CH:4][C:5]2[N:11]3[C:12]([CH2:15][O:16][CH3:17])=[CH:13][CH:14]=[C:10]3[C@@H:9]([CH2:18][CH2:19][C:20]([N:22]3[CH2:27][CH2:26][CH:25]([CH2:28][C:29]([O:31]CC)=[O:30])[CH2:24][CH2:23]3)=[O:21])[O:8][C@H:7]([C:34]3[CH:39]=[CH:38][CH:37]=[C:36]([O:40][CH3:41])[C:35]=3[O:42][CH3:43])[C:6]=2[CH:44]=1, predict the reaction product. (2) Given the reactants [NH:1]1[C:9]2[CH:8]=[CH:7][CH:6]=[C:5]([C:10]#[N:11])[C:4]=2[CH:3]=[N:2]1.[OH-].[K+].[I:14]I, predict the reaction product. The product is: [I:14][C:3]1[C:4]2[C:5]([C:10]#[N:11])=[CH:6][CH:7]=[CH:8][C:9]=2[NH:1][N:2]=1. (3) The product is: [CH2:12]([O:11][C:9](=[O:10])[CH2:8][CH2:7][CH:4]1[CH2:5][CH2:6][N:1]([C:15]2[CH2:29][C:18]3([CH2:19][N:20]([C:22]([O:24][C:25]([CH3:27])([CH3:26])[CH3:28])=[O:23])[CH2:21]3)[O:17][N:16]=2)[CH2:2][CH2:3]1)[CH3:13]. Given the reactants [NH:1]1[CH2:6][CH2:5][CH:4]([CH2:7][CH2:8][C:9]([O:11][CH2:12][CH3:13])=[O:10])[CH2:3][CH2:2]1.Br[C:15]1[CH2:29][C:18]2([CH2:21][N:20]([C:22]([O:24][C:25]([CH3:28])([CH3:27])[CH3:26])=[O:23])[CH2:19]2)[O:17][N:16]=1, predict the reaction product. (4) Given the reactants [Cl:1][C:2]1[N:3]=[N:4][C:5]([NH:8][NH2:9])=[CH:6][CH:7]=1.[CH2:10]([C:12]1[CH:13]=[CH:14][C:15]([C:18](=O)[CH2:19][C:20](=O)[C:21]([O:23][CH3:24])=[O:22])=[N:16][CH:17]=1)[CH3:11].Cl.C(=O)(O)[O-].[Na+], predict the reaction product. The product is: [Cl:1][C:2]1[N:3]=[N:4][C:5]([N:8]2[C:18]([C:15]3[CH:14]=[CH:13][C:12]([CH2:10][CH3:11])=[CH:17][N:16]=3)=[CH:19][C:20]([C:21]([O:23][CH3:24])=[O:22])=[N:9]2)=[CH:6][CH:7]=1. (5) The product is: [NH2:5][C:6]1[CH:7]=[CH:8][CH:9]=[C:10]2[C:15]=1[C:14]([F:16])=[C:13]([OH:17])[CH:12]=[CH:11]2. Given the reactants FC(F)(F)C([NH:5][C:6]1[C:15]2[C:10](=[CH:11][CH:12]=[C:13]([OH:17])[C:14]=2[F:16])[CH:9]=[CH:8][CH:7]=1)=O, predict the reaction product. (6) Given the reactants [CH3:1][O:2][C:3]1[CH:11]=[C:10]2[C:6]([C:7]([CH3:15])([CH3:14])[C:8](=[O:13])[N:9]2[CH3:12])=[CH:5][C:4]=1[CH:16]=O.[C:18]1([C@H:24]2[C@@H:29]([NH2:30])[CH2:28][CH2:27][CH2:26][NH:25]2)[CH:23]=[CH:22][CH:21]=[CH:20][CH:19]=1.CO.C(O[BH-](OC(=O)C)OC(=O)C)(=O)C.[Na+], predict the reaction product. The product is: [CH3:1][O:2][C:3]1[CH:11]=[C:10]2[C:6]([C:7]([CH3:14])([CH3:15])[C:8](=[O:13])[N:9]2[CH3:12])=[CH:5][C:4]=1[CH2:16][NH:30][C@H:29]1[CH2:28][CH2:27][CH2:26][NH:25][C@H:24]1[C:18]1[CH:23]=[CH:22][CH:21]=[CH:20][CH:19]=1. (7) Given the reactants [NH2:1][C@H:2]1[CH2:7][CH2:6][CH2:5][N:4]([CH:8]2[CH2:13][CH2:12][N:11]([C:14]([O:16][C:17]([CH3:20])([CH3:19])[CH3:18])=[O:15])[CH2:10][CH2:9]2)[C:3]1=[O:21].F[C:23]1[CH:28]=[CH:27][C:26]([S:29]([CH3:32])(=[O:31])=[O:30])=[CH:25][C:24]=1[F:33].C([O-])([O-])=O.[Na+].[Na+].O, predict the reaction product. The product is: [F:33][C:24]1[CH:25]=[C:26]([S:29]([CH3:32])(=[O:31])=[O:30])[CH:27]=[CH:28][C:23]=1[NH:1][C@H:2]1[CH2:7][CH2:6][CH2:5][N:4]([CH:8]2[CH2:9][CH2:10][N:11]([C:14]([O:16][C:17]([CH3:18])([CH3:20])[CH3:19])=[O:15])[CH2:12][CH2:13]2)[C:3]1=[O:21].